Dataset: Forward reaction prediction with 1.9M reactions from USPTO patents (1976-2016). Task: Predict the product of the given reaction. (1) Given the reactants Cl.[Cl:2][C:3]1[CH:4]=[C:5]([NH2:22])[CH:6]=[C:7]([NH:9][C:10]2[S:11][C:12]3[C:21]4[C:16](=[CH:17][CH:18]=[CH:19][CH:20]=4)[CH2:15][C:13]=3[N:14]=2)[CH:8]=1.I.[C:24]1([C:30](SC)=[NH:31])[CH:29]=[CH:28][CH:27]=[CH:26][CH:25]=1, predict the reaction product. The product is: [Cl:2][C:3]1[CH:4]=[C:5]([NH:22][C:30](=[NH:31])[C:24]2[CH:29]=[CH:28][CH:27]=[CH:26][CH:25]=2)[CH:6]=[C:7]([NH:9][C:10]2[S:11][C:12]3[C:21]4[C:16](=[CH:17][CH:18]=[CH:19][CH:20]=4)[CH2:15][C:13]=3[N:14]=2)[CH:8]=1. (2) Given the reactants [CH2:1]([O:3][C:4]([NH:6][CH2:7][C:8]1([CH2:14][C:15]([O:17][C:18]2[CH:23]=[CH:22][CH:21]=[C:20]([C@@:24]3([OH:34])[CH2:29][CH2:28][CH2:27][CH2:26][C@@H:25]3[CH2:30][N:31]([CH3:33])[CH3:32])[CH:19]=2)=[O:16])[CH2:13][CH2:12][CH2:11][CH2:10][CH2:9]1)=[O:5])[CH3:2].[ClH:35], predict the reaction product. The product is: [ClH:35].[CH2:1]([O:3][C:4]([NH:6][CH2:7][C:8]1([CH2:14][C:15]([O:17][C:18]2[CH:23]=[CH:22][CH:21]=[C:20]([C@@:24]3([OH:34])[CH2:29][CH2:28][CH2:27][CH2:26][C@@H:25]3[CH2:30][N:31]([CH3:32])[CH3:33])[CH:19]=2)=[O:16])[CH2:9][CH2:10][CH2:11][CH2:12][CH2:13]1)=[O:5])[CH3:2].